The task is: Predict the product of the given reaction.. This data is from Forward reaction prediction with 1.9M reactions from USPTO patents (1976-2016). (1) Given the reactants [NH2:1][CH2:2][C:3]1[CH:4]=[CH:5][C:6]([Cl:12])=[C:7]([CH:11]=1)[C:8]([OH:10])=[O:9].CS[C:15]1C2C(=CC(Br)=CC=2Br)N[C:16]=1SC, predict the reaction product. The product is: [CH2:15]([O:9][C:8](=[O:10])[C:7]1[CH:11]=[C:3]([CH2:2][NH2:1])[CH:4]=[CH:5][C:6]=1[Cl:12])[CH3:16]. (2) Given the reactants [NH2:1][C:2]1[CH:3]=[C:4]2[C:8](=[CH:9][CH:10]=1)[NH:7][CH:6]([C:11]([O:13][CH3:14])=[O:12])[CH2:5]2.[CH3:15][C:16]([CH3:18])=O.[C:19]([O-:22])([OH:21])=O.[Na+].Cl[C:25]([O:27][CH2:28][C:29]1[CH:34]=[CH:33][CH:32]=[CH:31][CH:30]=1)=[O:26], predict the reaction product. The product is: [CH2:15]([O:21][C:19]([NH:1][C:2]1[CH:3]=[C:4]2[C:8](=[CH:9][CH:10]=1)[N:7]([C:25]([O:27][CH2:28][C:29]1[CH:34]=[CH:33][CH:32]=[CH:31][CH:30]=1)=[O:26])[CH:6]([C:11]([O:13][CH3:14])=[O:12])[CH2:5]2)=[O:22])[C:16]1[CH:18]=[CH:9][CH:10]=[CH:2][CH:3]=1.